From a dataset of Reaction yield outcomes from USPTO patents with 853,638 reactions. Predict the reaction yield, written as a fraction of the theoretical maximum amount of product (1.0 means a 100% yield; for example, 0.34 means a 34% yield). (1) The reactants are [N:1]([CH2:4][CH:5]1[CH2:9][C:8]2[CH:10]=[C:11]([Cl:20])[CH:12]=[C:13]([C:14]3[CH:19]=[CH:18][CH:17]=[CH:16][CH:15]=3)[C:7]=2[O:6]1)=[N+]=[N-]. The catalyst is [Pt]. The product is [Cl:20][C:11]1[CH:12]=[C:13]([C:14]2[CH:19]=[CH:18][CH:17]=[CH:16][CH:15]=2)[C:7]2[O:6][CH:5]([CH2:4][NH2:1])[CH2:9][C:8]=2[CH:10]=1. The yield is 0.400. (2) The reactants are [CH3:1][O:2][C:3]1[CH:4]=[C:5]([S:11]([C:14]2[S:18][C:17]([CH2:19][N:20](C)[C:21](=O)OC(C)(C)C)=[N:16][C:15]=2[C:29]2[C:30]([F:35])=[N:31][CH:32]=[CH:33][CH:34]=2)(=[O:13])=[O:12])[CH:6]=[CH:7][C:8]=1[O:9][CH3:10].C(OCC)(=O)C.[ClH:42]. The catalyst is C(O)C. The product is [ClH:42].[CH3:1][O:2][C:3]1[CH:4]=[C:5]([S:11]([C:14]2[S:18][C:17]([CH2:19][NH:20][CH3:21])=[N:16][C:15]=2[C:29]2[C:30]([F:35])=[N:31][CH:32]=[CH:33][CH:34]=2)(=[O:13])=[O:12])[CH:6]=[CH:7][C:8]=1[O:9][CH3:10]. The yield is 0.600. (3) The yield is 0.0370. The product is [CH:1]([C:4]1[N:5]=[C:6](/[CH:9]=[CH:10]/[C:11]2[CH:16]=[CH:15][N:14]3[C:39](=[O:42])[C:19](/[CH:20]=[CH:51]/[C:49]([O:48][C:44]([CH3:45])([CH3:46])[CH3:47])=[O:50])=[C:18]([O:78][S:77]([C:74]4[CH:75]=[CH:76][C:71]([CH3:81])=[CH:72][CH:73]=4)(=[O:35])=[O:79])[N:17]=[C:13]3[CH:12]=2)[S:7][CH:8]=1)([CH3:3])[CH3:2]. The catalyst is C1(C)C(C)=CC=CC=1.ClCCl.CN(C)C=O.CN(C)C1C=CN=CC=1.O.CCCCCC. The reactants are [CH:1]([C:4]1[N:5]=[C:6](/[CH:9]=[CH:10]/[C:11]2[CH:16]=[CH:15][N:14]=[C:13]([NH2:17])[CH:12]=2)[S:7][CH:8]=1)([CH3:3])[CH3:2].[C:18](OC1C=CC(Cl)=C(Cl)C=1Cl)(=O)[CH2:19][C:20]([O-])=O.P(Cl)(Cl)(Cl)=[O:35].[C:39](=[O:42])([O-])O.[Na+].[C:44]([O:48][C:49]([CH:51]=P(C1C=CC=CC=1)(C1C=CC=CC=1)C1C=CC=CC=1)=[O:50])([CH3:47])([CH3:46])[CH3:45].[C:71]1([CH3:81])[CH:76]=[CH:75][C:74]([S:77](Cl)(=[O:79])=[O:78])=[CH:73][CH:72]=1. (4) The reactants are [N:1]1[CH:6]=[CH:5][CH:4]=[C:3]([C:7]([C:9]2[CH:14]=[C:13]([O:15][Si](C(C)C)(C(C)C)C(C)C)[CH:12]=[C:11]([C:26]3[CH:34]=[CH:33][CH:32]=[C:31]4[C:27]=3[CH:28]=[CH:29][N:30]4[Si](C(C)C)(C(C)C)C(C)C)[CH:10]=2)=[O:8])[CH:2]=1.[CH3:45][Mg]Cl.CCCC[N+](CCCC)(CCCC)CCCC.[F-]. The catalyst is C1COCC1.[Cl-].[Na+].O. The product is [OH:8][C:7]([C:9]1[CH:14]=[C:13]([OH:15])[CH:12]=[C:11]([C:26]2[CH:34]=[CH:33][CH:32]=[C:31]3[C:27]=2[CH:28]=[CH:29][NH:30]3)[CH:10]=1)([C:3]1[CH:2]=[N:1][CH:6]=[CH:5][CH:4]=1)[CH3:45]. The yield is 0.390. (5) The reactants are [Cl:1][C:2]1[N:6]2[CH:7]=[C:8]([C:15]3[CH:19]=[CH:18][O:17][CH:16]=3)[CH:9]=[C:10]([C:11]([F:14])([F:13])[F:12])[C:5]2=[N:4][C:3]=1[C:20]([OH:22])=O.[CH3:23][C@@H:24]1[O:28][C:27](=[O:29])[N:26]([CH:30]2[CH2:35][CH2:34][NH:33][CH2:32][CH2:31]2)[CH2:25]1.CCN(C(C)C)C(C)C.CN(C(ON1N=NC2C=CC=NC1=2)=[N+](C)C)C.F[P-](F)(F)(F)(F)F. The product is [Cl:1][C:2]1[N:6]2[CH:7]=[C:8]([C:15]3[CH:19]=[CH:18][O:17][CH:16]=3)[CH:9]=[C:10]([C:11]([F:13])([F:12])[F:14])[C:5]2=[N:4][C:3]=1[C:20]([N:33]1[CH2:32][CH2:31][CH:30]([N:26]2[CH2:25][C@H:24]([CH3:23])[O:28][C:27]2=[O:29])[CH2:35][CH2:34]1)=[O:22]. The catalyst is CN(C=O)C. The yield is 0.760. (6) The catalyst is C1COCC1.O. The product is [CH3:7][C:2]([O:8][C:9]1[CH:14]=[CH:13][CH:12]=[CH:11][CH:10]=1)([CH3:1])[C:3]([OH:5])=[O:4]. The reactants are [CH3:1][C:2]([O:8][C:9]1[CH:14]=[CH:13][CH:12]=[CH:11][CH:10]=1)([CH3:7])[C:3]([O:5]C)=[O:4].[Li+].[OH-].Cl. The yield is 0.611. (7) The yield is 0.320. The reactants are [NH2:1][C@H:2]1[C:11]2[C:6](=[CH:7][CH:8]=[C:9](Br)[CH:10]=2)[N:5]([C:13](=[O:15])[CH3:14])[C@@H:4]([CH3:16])[C@@H:3]1[CH3:17].CC1(C)C(C)(C)OB([C:26]2[CH2:31][CH2:30][N:29]([C:32]([O:34][C:35]([CH3:38])([CH3:37])[CH3:36])=[O:33])[CH2:28][CH:27]=2)O1.C(=O)([O-])[O-].[Cs+].[Cs+]. The catalyst is O1CCOCC1.O.ClCCl.C1C=CC([P]([Pd]([P](C2C=CC=CC=2)(C2C=CC=CC=2)C2C=CC=CC=2)([P](C2C=CC=CC=2)(C2C=CC=CC=2)C2C=CC=CC=2)[P](C2C=CC=CC=2)(C2C=CC=CC=2)C2C=CC=CC=2)(C2C=CC=CC=2)C2C=CC=CC=2)=CC=1. The product is [C:13]([N:5]1[C:6]2[C:11](=[CH:10][C:9]([C:26]3[CH2:31][CH2:30][N:29]([C:32]([O:34][C:35]([CH3:38])([CH3:37])[CH3:36])=[O:33])[CH2:28][CH:27]=3)=[CH:8][CH:7]=2)[C@H:2]([NH2:1])[C@@H:3]([CH3:17])[C@@H:4]1[CH3:16])(=[O:15])[CH3:14].